Dataset: Reaction yield outcomes from USPTO patents with 853,638 reactions. Task: Predict the reaction yield, written as a fraction of the theoretical maximum amount of product (1.0 means a 100% yield; for example, 0.34 means a 34% yield). (1) The reactants are [CH2:1]([C@@H:5]1[NH:10][CH2:9][C@H:8]([CH2:11][CH:12]([CH3:14])[CH3:13])[NH:7][C:6]1=[O:15])[CH:2]([CH3:4])[CH3:3].[F:16][C:17]1[CH:22]=[CH:21][C:20]([C@@H:23]2[CH2:25][C@H:24]2[C:26](O)=[O:27])=[CH:19][CH:18]=1.C([C@@H]1N(C(=O)/C=C/C2C=CC=CC=2)C[C@H](CC(C)C)NC1=O)C(C)C. The yield is 0.850. The product is [F:16][C:17]1[CH:18]=[CH:19][C:20]([C@@H:23]2[CH2:25][C@H:24]2[C:26]([N:10]2[CH2:9][C@H:8]([CH2:11][CH:12]([CH3:14])[CH3:13])[NH:7][C:6](=[O:15])[C@@H:5]2[CH2:1][CH:2]([CH3:4])[CH3:3])=[O:27])=[CH:21][CH:22]=1. No catalyst specified. (2) The reactants are [CH3:1][C:2]1[O:6][N:5]=[C:4]([C:7]2[CH:12]=[CH:11][CH:10]=[CH:9][CH:8]=2)[C:3]=1[CH2:13][O:14][C:15]1[CH:23]=[CH:22][C:18]([C:19]([OH:21])=O)=[CH:17][N:16]=1.[NH2:24][CH:25]1[CH2:28][N:27]([C:29]([O:31][C:32]([CH3:35])([CH3:34])[CH3:33])=[O:30])[CH2:26]1. No catalyst specified. The product is [C:32]([O:31][C:29]([N:27]1[CH2:28][CH:25]([NH:24][C:19]([C:18]2[CH:17]=[N:16][C:15]([O:14][CH2:13][C:3]3[C:4]([C:7]4[CH:8]=[CH:9][CH:10]=[CH:11][CH:12]=4)=[N:5][O:6][C:2]=3[CH3:1])=[CH:23][CH:22]=2)=[O:21])[CH2:26]1)=[O:30])([CH3:35])([CH3:33])[CH3:34]. The yield is 0.860. (3) The reactants are [CH2:1]([O:3][CH2:4][CH2:5][O:6][C:7]1[C:8]([CH3:13])=[N:9][CH:10]=[CH:11][CH:12]=1)[CH3:2].[Se](=O)=[O:15].C(OCC)(=O)C. The catalyst is O1CCOCC1. The product is [CH2:1]([O:3][CH2:4][CH2:5][O:6][C:7]1[C:8]([CH:13]=[O:15])=[N:9][CH:10]=[CH:11][CH:12]=1)[CH3:2]. The yield is 0.390. (4) The reactants are O[CH2:2][CH2:3][CH2:4][CH2:5][CH2:6][C:7]([O:9][CH3:10])=[O:8].[Li+].[OH-].[C:13]([O-:16])(O)=O.[Na+].C(Br)[C:19]1[CH:24]=[CH:23][CH:22]=[CH:21][CH:20]=1. The catalyst is C1COCC1.CN(C=O)C.C(OCC)(=O)C.O. The product is [OH:16][CH2:13][CH2:2][CH2:3][CH2:4][CH2:5][CH2:6][C:7]([O:9][CH2:10][C:19]1[CH:24]=[CH:23][CH:22]=[CH:21][CH:20]=1)=[O:8]. The yield is 0.600.